This data is from Reaction yield outcomes from USPTO patents with 853,638 reactions. The task is: Predict the reaction yield, written as a fraction of the theoretical maximum amount of product (1.0 means a 100% yield; for example, 0.34 means a 34% yield). The product is [Br:5][C:6]1[CH:7]=[C:8]([N:12]2[C:16]3=[N:17][C:23]([CH:25]4[CH2:27][CH2:26]4)=[N:4][CH:28]=[C:15]3[C:14]([C:30]([O:32][CH2:33][CH3:34])=[O:31])=[N:13]2)[CH:9]=[CH:10][CH:11]=1. The yield is 0.490. The reactants are C([O-])=O.[NH4+:4].[Br:5][C:6]1[CH:7]=[C:8]([N:12]2[CH:16]([N:17]([C:23]([CH:25]3[CH2:27][CH2:26]3)=O)C(C3CC3)=O)[CH:15]([CH:28]=O)[C:14]([C:30]([O:32][CH2:33][CH3:34])=[O:31])=[N:13]2)[CH:9]=[CH:10][CH:11]=1. The catalyst is C(O)(C)(C)C.C(OCC)(=O)C.